From a dataset of Forward reaction prediction with 1.9M reactions from USPTO patents (1976-2016). Predict the product of the given reaction. (1) Given the reactants [CH3:1][N:2]1[CH2:7][CH2:6][NH:5][CH2:4][CH2:3]1.I[CH2:9][CH2:10][CH2:11][S:12]([C:15]1[CH:24]=[CH:23][C:18]2[N:19]=[C:20]([NH2:22])[S:21][C:17]=2[CH:16]=1)(=[O:14])=[O:13].C(=O)([O-])[O-].[K+].[K+], predict the reaction product. The product is: [CH3:1][N:2]1[CH2:7][CH2:6][N:5]([CH2:9][CH2:10][CH2:11][S:12]([C:15]2[CH:24]=[CH:23][C:18]3[N:19]=[C:20]([NH2:22])[S:21][C:17]=3[CH:16]=2)(=[O:13])=[O:14])[CH2:4][CH2:3]1. (2) The product is: [ClH:1].[Cl:1][C:2]1[C:3]([O:14][C@H:15]2[CH2:19][NH:18][C@H:17]([C:27]([O:29][CH3:30])=[O:28])[CH2:16]2)=[N:4][C:5]2[C:10]([N:11]=1)=[CH:9][CH:8]=[C:7]([O:12][CH3:13])[CH:6]=2. Given the reactants [Cl:1][C:2]1[C:3]([O:14][C@H:15]2[CH2:19][N:18](C(OC(C)(C)C)=O)[C@H:17]([C:27]([O:29][CH3:30])=[O:28])[CH2:16]2)=[N:4][C:5]2[C:10]([N:11]=1)=[CH:9][CH:8]=[C:7]([O:12][CH3:13])[CH:6]=2.Cl.O1CCOCC1, predict the reaction product. (3) The product is: [C:19]([C:4]1[CH:3]=[C:2]([CH:7]=[CH:6][N:5]=1)[C:1]([O:9][CH2:10][CH3:11])=[O:8])(=[O:20])[NH2:21]. Given the reactants [C:1]([O:9][CH2:10][CH3:11])(=[O:8])[C:2]1[CH:7]=[CH:6][N:5]=[CH:4][CH:3]=1.OS(O)(=O)=O.OO.[CH:19]([NH2:21])=[O:20], predict the reaction product. (4) Given the reactants Cl.Cl.[NH2:3][C:4]1[CH:5]=[C:6]([NH:10][C:11](=[O:26])[CH2:12][N:13]2[CH2:18][CH2:17][CH:16]([CH2:19][C:20]3[CH:25]=[CH:24][CH:23]=[CH:22][CH:21]=3)[CH2:15][CH2:14]2)[CH:7]=[CH:8][CH:9]=1.N1C=CC=CC=1.[Cl:33]CCl.[CH3:36][S:37]([Cl:40])(=[O:39])=[O:38], predict the reaction product. The product is: [ClH:33].[ClH:40].[CH2:19]([CH:16]1[CH2:17][CH2:18][N:13]([CH2:12][C:11]([NH:10][C:6]2[CH:7]=[CH:8][CH:9]=[C:4]([NH:3][S:37]([CH3:36])(=[O:39])=[O:38])[CH:5]=2)=[O:26])[CH2:14][CH2:15]1)[C:20]1[CH:25]=[CH:24][CH:23]=[CH:22][CH:21]=1. (5) The product is: [Cl:22][C:23]1[N:28]=[C:27]([NH:1][C:2]2[CH:7]=[CH:6][CH:5]=[CH:4][C:3]=2[NH:8][C:9](=[O:12])[CH:10]=[CH2:11])[C:26]([Cl:30])=[CH:25][N:24]=1. Given the reactants [NH2:1][C:2]1[CH:7]=[CH:6][CH:5]=[CH:4][C:3]=1[NH:8][C:9](=[O:12])[CH:10]=[CH2:11].CCN(C(C)C)C(C)C.[Cl:22][C:23]1[N:28]=[C:27](Cl)[C:26]([Cl:30])=[CH:25][N:24]=1.C(OCC)(=O)C.CCCCCC, predict the reaction product. (6) Given the reactants [N+:1]([C:4]1[CH:9]=[CH:8][CH:7]=[CH:6][C:5]=1[NH2:10])([O-])=O.Cl[C:12]1[N:17]=[CH:16][N:15]=[C:14]([N:18]([CH2:42][C:43]2[CH:48]=[CH:47][CH:46]=[CH:45][N:44]=2)[C:19]([N:21]([C:30]2[C:35]([Cl:36])=[C:34]([O:37][CH3:38])[CH:33]=[C:32]([O:39][CH3:40])[C:31]=2[Cl:41])COCC[Si](C)(C)C)=[O:20])[CH:13]=1, predict the reaction product. The product is: [Cl:41][C:31]1[C:32]([O:39][CH3:40])=[CH:33][C:34]([O:37][CH3:38])=[C:35]([Cl:36])[C:30]=1[NH:21][C:19](=[O:20])[N:18]([C:14]1[N:15]=[CH:16][N:17]=[C:12]([NH:1][C:4]2[CH:9]=[CH:8][CH:7]=[CH:6][C:5]=2[NH:10][C:34](=[O:37])[CH:33]=[CH2:32])[CH:13]=1)[CH2:42][C:43]1[CH:48]=[CH:47][CH:46]=[CH:45][N:44]=1. (7) The product is: [Cl:15][C:16]1[N:17]=[N:18][C:19]([N:5]2[CH2:6][C@H:1]3[CH2:7][C@@H:4]2[CH2:3][N:2]3[C:8]([O:10][C:11]([CH3:14])([CH3:13])[CH3:12])=[O:9])=[CH:20][CH:21]=1. Given the reactants [C@@H:1]12[CH2:7][C@@H:4]([NH:5][CH2:6]1)[CH2:3][N:2]2[C:8]([O:10][C:11]([CH3:14])([CH3:13])[CH3:12])=[O:9].[Cl:15][C:16]1[N:17]=[N:18][C:19](Cl)=[CH:20][CH:21]=1, predict the reaction product. (8) Given the reactants P([O-])([O-])([O-])=O.[K+].[K+].[K+].C([NH:12][CH:13]([C:24]([OH:26])=[O:25])[CH2:14][C:15]1[C:23]2[C:18](=[CH:19][CH:20]=[CH:21][CH:22]=2)[NH:17][CH:16]=1)(=O)C, predict the reaction product. The product is: [NH2:12][C@@H:13]([C:24]([OH:26])=[O:25])[CH2:14][C:15]1[C:23]2[C:18](=[CH:19][CH:20]=[CH:21][CH:22]=2)[NH:17][CH:16]=1. (9) Given the reactants [Br:1][C:2]1[CH:7]=[CH:6][C:5]([CH:8]([C:13]2[CH:18]=[CH:17][CH:16]=[CH:15][C:14]=2[C:19]([F:22])([F:21])[F:20])[CH2:9][C:10](O)=[O:11])=[CH:4][CH:3]=1.Cl.[CH3:24][NH:25][O:26][CH3:27], predict the reaction product. The product is: [Br:1][C:2]1[CH:3]=[CH:4][C:5]([CH:8]([C:13]2[CH:18]=[CH:17][CH:16]=[CH:15][C:14]=2[C:19]([F:20])([F:21])[F:22])[CH2:9][C:10]([N:25]([O:26][CH3:27])[CH3:24])=[O:11])=[CH:6][CH:7]=1.